From a dataset of NCI-60 drug combinations with 297,098 pairs across 59 cell lines. Regression. Given two drug SMILES strings and cell line genomic features, predict the synergy score measuring deviation from expected non-interaction effect. (1) Drug 1: COC1=C(C=C2C(=C1)N=CN=C2NC3=CC(=C(C=C3)F)Cl)OCCCN4CCOCC4. Drug 2: C1=CC(=CC=C1CC(C(=O)O)N)N(CCCl)CCCl.Cl. Cell line: HOP-62. Synergy scores: CSS=28.3, Synergy_ZIP=-5.19, Synergy_Bliss=5.29, Synergy_Loewe=3.56, Synergy_HSA=3.73. (2) Drug 1: CC(CN1CC(=O)NC(=O)C1)N2CC(=O)NC(=O)C2. Drug 2: C1=CC=C(C(=C1)C(C2=CC=C(C=C2)Cl)C(Cl)Cl)Cl. Cell line: SNB-75. Synergy scores: CSS=5.07, Synergy_ZIP=-0.357, Synergy_Bliss=1.87, Synergy_Loewe=1.83, Synergy_HSA=2.27.